This data is from Forward reaction prediction with 1.9M reactions from USPTO patents (1976-2016). The task is: Predict the product of the given reaction. (1) Given the reactants O1[C:5]2([CH2:10][CH2:9][N:8]([C:11]3[C:12]([F:21])=[CH:13][CH:14]=[C:15]4[C:20]=3[N:19]=[CH:18][CH:17]=[CH:16]4)[CH2:7][CH2:6]2)[O:4]CC1.Cl.[OH-].[Na+], predict the reaction product. The product is: [F:21][C:12]1[C:11]([N:8]2[CH2:9][CH2:10][C:5](=[O:4])[CH2:6][CH2:7]2)=[C:20]2[C:15]([CH:16]=[CH:17][CH:18]=[N:19]2)=[CH:14][CH:13]=1. (2) Given the reactants [NH2:1][C:2]1[N:6]([C:7]2[C:12]([Cl:13])=[CH:11][C:10]([Cl:14])=[CH:9][C:8]=2[Cl:15])[N:5]=[C:4]([C:16]2[CH:21]=[CH:20][N:19]=[CH:18][CH:17]=2)[C:3]=1[C:22]([O:24]CC)=[O:23].[OH-].[K+], predict the reaction product. The product is: [NH2:1][C:2]1[N:6]([C:7]2[C:8]([Cl:15])=[CH:9][C:10]([Cl:14])=[CH:11][C:12]=2[Cl:13])[N:5]=[C:4]([C:16]2[CH:17]=[CH:18][N:19]=[CH:20][CH:21]=2)[C:3]=1[C:22]([OH:24])=[O:23]. (3) Given the reactants [H-].[Na+].[CH3:3][N:4]1[CH2:9][CH2:8][CH2:7][C@@H:6]([CH2:10][OH:11])[CH2:5]1.[CH3:12][C:13]1[CH:18]=[CH:17][C:16]([N:19]2[CH2:24][CH2:23][N:22]([C:25](OC3C=CC([N+]([O-])=O)=CC=3)=[O:26])[CH2:21][CH2:20]2)=[CH:15][CH:14]=1, predict the reaction product. The product is: [CH3:12][C:13]1[CH:14]=[CH:15][C:16]([N:19]2[CH2:20][CH2:21][N:22]([C:25]([O:11][CH2:10][C@@H:6]3[CH2:7][CH2:8][CH2:9][N:4]([CH3:3])[CH2:5]3)=[O:26])[CH2:23][CH2:24]2)=[CH:17][CH:18]=1. (4) Given the reactants Br[CH2:2][C:3]([C:5]1[N:13]2[C:8]([C:9]([NH2:14])=[N:10][CH:11]=[N:12]2)=[C:7]([C:15]2[CH:20]=[CH:19][C:18]([NH:21][C:22]([NH:24][C:25]3[CH:30]=[C:29]([C:31]([F:34])([F:33])[F:32])[CH:28]=[CH:27][C:26]=3[F:35])=[O:23])=[CH:17][CH:16]=2)[CH:6]=1)=[O:4].[NH:36]1[CH2:41][CH2:40][O:39][CH2:38][CH2:37]1, predict the reaction product. The product is: [NH2:14][C:9]1[C:8]2=[C:7]([C:15]3[CH:20]=[CH:19][C:18]([NH:21][C:22]([NH:24][C:25]4[CH:30]=[C:29]([C:31]([F:34])([F:33])[F:32])[CH:28]=[CH:27][C:26]=4[F:35])=[O:23])=[CH:17][CH:16]=3)[CH:6]=[C:5]([C:3](=[O:4])[CH2:2][N:36]3[CH2:41][CH2:40][O:39][CH2:38][CH2:37]3)[N:13]2[N:12]=[CH:11][N:10]=1. (5) Given the reactants [C:1]([C:4]1[CH:5]=[C:6]([CH:11]=[CH:12][C:13]=1[CH3:14])[C:7]([O:9][CH3:10])=[O:8])(=[O:3])[CH3:2].[Br:15]Br, predict the reaction product. The product is: [Br:15][CH2:2][C:1]([C:4]1[CH:5]=[C:6]([CH:11]=[CH:12][C:13]=1[CH3:14])[C:7]([O:9][CH3:10])=[O:8])=[O:3]. (6) Given the reactants BrC1C=CC(S(O[CH2:12][C@@H:13]2[O:27][C:17]3=[C:18]4[C:23](=[CH:24][CH:25]=[C:16]3[O:15][CH2:14]2)[N:22]=[C:21]([CH3:26])[CH:20]=[CH:19]4)(=O)=O)=CC=1.[CH3:28][O:29][C:30]1[CH:35]=[CH:34][CH:33]=[CH:32][C:31]=1[N:36]1[CH2:41][CH2:40][NH:39][CH2:38][CH2:37]1, predict the reaction product. The product is: [CH3:28][O:29][C:30]1[CH:35]=[CH:34][CH:33]=[CH:32][C:31]=1[N:36]1[CH2:41][CH2:40][N:39]([CH2:12][C@@H:13]2[O:27][C:17]3=[C:18]4[C:23](=[CH:24][CH:25]=[C:16]3[O:15][CH2:14]2)[N:22]=[C:21]([CH3:26])[CH:20]=[CH:19]4)[CH2:38][CH2:37]1.